Dataset: Full USPTO retrosynthesis dataset with 1.9M reactions from patents (1976-2016). Task: Predict the reactants needed to synthesize the given product. (1) The reactants are: [CH2:1]([NH2:3])[CH3:2].Cl[C:5]1[C:10]([N+:11]([O-:13])=[O:12])=[CH:9][CH:8]=[C:7]([Cl:14])[N:6]=1.O.CCOC(C)=O. Given the product [Cl:14][C:7]1[N:6]=[C:5]([NH:3][CH2:1][CH3:2])[C:10]([N+:11]([O-:13])=[O:12])=[CH:9][CH:8]=1, predict the reactants needed to synthesize it. (2) Given the product [N:1]([CH2:4][C:5]1[CH:15]=[C:9]([C:10]([OH:12])=[O:11])[CH:8]=[C:7]([CH:6]=1)[C:16]([OH:18])=[O:17])=[N+:2]=[N-:3], predict the reactants needed to synthesize it. The reactants are: [N:1]([CH2:4][C:5]1[CH:6]=[C:7]([C:16]([O:18]CC)=[O:17])[CH:8]=[C:9]([CH:15]=1)[C:10]([O:12]CC)=[O:11])=[N+:2]=[N-:3].Cl. (3) The reactants are: [Si:1]([O:18][C@@H:19]([CH3:23])[C:20](O)=[O:21])([C:14]([CH3:17])([CH3:16])[CH3:15])([C:8]1[CH:13]=[CH:12][CH:11]=[CH:10][CH:9]=1)[C:2]1[CH:7]=[CH:6][CH:5]=[CH:4][CH:3]=1.[F:24][C:25]1[CH:30]=[CH:29][C:28]([F:31])=[CH:27][C:26]=1[C:32]1[S:36][C:35]([CH2:43][O:44][CH2:45][O:46][CH3:47])([C:37]2[CH:42]=[CH:41][CH:40]=[CH:39][CH:38]=2)[NH:34][N:33]=1.C1CN([P+](ON2N=NC3C=CC=CC2=3)(N2CCCC2)N2CCCC2)CC1.F[P-](F)(F)(F)(F)F.CCN(C(C)C)C(C)C.C([O-])(O)=O.[Na+]. Given the product [Si:1]([O:18][C@@H:19]([CH3:23])[C:20]([N:34]1[N:33]=[C:32]([C:26]2[CH:27]=[C:28]([F:31])[CH:29]=[CH:30][C:25]=2[F:24])[S:36][C@@:35]1([CH2:43][O:44][CH2:45][O:46][CH3:47])[C:37]1[CH:42]=[CH:41][CH:40]=[CH:39][CH:38]=1)=[O:21])([C:14]([CH3:16])([CH3:17])[CH3:15])([C:8]1[CH:9]=[CH:10][CH:11]=[CH:12][CH:13]=1)[C:2]1[CH:3]=[CH:4][CH:5]=[CH:6][CH:7]=1, predict the reactants needed to synthesize it.